Dataset: Reaction yield outcomes from USPTO patents with 853,638 reactions. Task: Predict the reaction yield, written as a fraction of the theoretical maximum amount of product (1.0 means a 100% yield; for example, 0.34 means a 34% yield). (1) The yield is 0.930. The product is [CH2:1]([C@H:3]1[N:12]([C:13](=[O:22])[C:14]2[CH:19]=[CH:18][C:17]([OH:20])=[CH:16][CH:15]=2)[C:11]2[C:6](=[CH:7][CH:8]=[C:9]([F:23])[CH:10]=2)[N:5]([CH2:24][CH:25]([CH3:27])[CH3:26])[C:4]1=[O:28])[CH3:2]. The reactants are [CH2:1]([C@H:3]1[N:12]([C:13](=[O:22])[C:14]2[CH:19]=[CH:18][C:17]([O:20]C)=[CH:16][CH:15]=2)[C:11]2[C:6](=[CH:7][CH:8]=[C:9]([F:23])[CH:10]=2)[N:5]([CH2:24][CH:25]([CH3:27])[CH3:26])[C:4]1=[O:28])[CH3:2].C([C@H]1N(C(=O)C2C=CC(O)=CC=2)C2C(=CC(F)=CC=2)N(C)C1=O)C. No catalyst specified. (2) The reactants are [NH2:1][C:2]1[CH:3]=[CH:4][CH:5]=[C:6]2[C:10]=1[C:9](=[O:11])[N:8]([C@@H:12]([C:18]1[CH:23]=[CH:22][C:21]([O:24][CH3:25])=[C:20]([O:26][CH2:27][CH3:28])[CH:19]=1)[CH2:13][S:14]([CH3:17])(=[O:16])=[O:15])[CH2:7]2.[CH3:29][O:30][CH2:31][C:32](Cl)=[O:33].C[OH:36]. The product is [CH2:27]([O:26][C:20]1[CH:19]=[C:18]([C@H:12]([N:8]2[C:9](=[O:11])[C:10]3[C:6](=[CH:5][CH:4]=[CH:3][C:2]=3[NH:1][C:32](=[O:33])[CH2:31][O:30][CH3:29])[C:7]2=[O:36])[CH2:13][S:14]([CH3:17])(=[O:15])=[O:16])[CH:23]=[CH:22][C:21]=1[O:24][CH3:25])[CH3:28]. The yield is 0.320. The catalyst is C1COCC1. (3) The reactants are [F:1][C:2]1[CH:7]=[C:6]([CH3:8])[C:5]([N+:9]([O-:11])=[O:10])=[CH:4][C:3]=1[N+:12]([O-:14])=[O:13].CO[CH:17]([N:20]([CH3:22])[CH3:21])OC.CN(C=O)C. The catalyst is O. The product is [F:1][C:2]1[C:3]([N+:12]([O-:14])=[O:13])=[CH:4][C:5]([N+:9]([O-:11])=[O:10])=[C:6]([CH:8]=[CH:17][N:20]([CH3:22])[CH3:21])[CH:7]=1. The yield is 0.630. (4) The reactants are [CH3:1][N:2]1[CH2:7][CH2:6][N:5]([C:8]2[N:13]=[C:12]([O:14][C:15]3[CH:20]=[CH:19][CH:18]=[CH:17][CH:16]=3)[C:11]([S:21][C:22]3[CH:23]=[C:24]([NH:28]C(=O)C)[CH:25]=[CH:26][CH:27]=3)=[CH:10][N:9]=2)[CH2:4][CH2:3]1.B(F)(F)F.CO.CCN(CC)CC. The catalyst is CO. The product is [CH3:1][N:2]1[CH2:7][CH2:6][N:5]([C:8]2[N:13]=[C:12]([O:14][C:15]3[CH:16]=[CH:17][CH:18]=[CH:19][CH:20]=3)[C:11]([S:21][C:22]3[CH:23]=[C:24]([CH:25]=[CH:26][CH:27]=3)[NH2:28])=[CH:10][N:9]=2)[CH2:4][CH2:3]1. The yield is 0.450. (5) The reactants are [CH3:1][O:2][C:3]1[CH:4]=[C:5](/[CH:13]=[CH:14]/[C:15]2[CH:20]=[CH:19][CH:18]=[CH:17][CH:16]=2)[CH:6]=[C:7]([O:11][CH3:12])[C:8]=1[CH2:9][CH3:10].[CH3:21][O:22][C:23]1[CH:24]=[C:25](/[CH:32]=[CH:33]/[C:34]2[CH:39]=[CH:38][CH:37]=[CH:36][CH:35]=2)[CH:26]=[C:27]([O:30][CH3:31])[C:28]=1Br.C(I)C. The catalyst is C1COCC1.O. The product is [CH3:12][O:11][C:7]1[CH:6]=[C:5](/[CH:13]=[CH:14]/[C:15]2[CH:16]=[CH:17][CH:18]=[CH:19][CH:20]=2)[CH:4]=[C:3]([O:2][CH3:1])[C:8]=1[CH2:9][CH3:10].[CH3:31][O:30][C:27]1[CH:26]=[C:25](/[CH:32]=[CH:33]/[C:34]2[CH:39]=[CH:38][CH:37]=[CH:36][CH:35]=2)[CH:24]=[C:23]([O:22][CH3:21])[CH:28]=1. The yield is 0.700. (6) The reactants are [F:1][C:2]1[CH:22]=[CH:21][CH:20]=[CH:19][C:3]=1[CH2:4][O:5][C:6]1[CH:18]=[CH:17][C:9]([CH2:10][NH:11][C@H:12]([CH3:16])[C:13]([NH2:15])=[O:14])=[CH:8][CH:7]=1.[CH3:23][S:24]([OH:27])(=[O:26])=[O:25]. The catalyst is C(OCC)(=O)C. The yield is 0.988. The product is [CH3:23][S:24]([OH:27])(=[O:26])=[O:25].[F:1][C:2]1[CH:22]=[CH:21][CH:20]=[CH:19][C:3]=1[CH2:4][O:5][C:6]1[CH:7]=[CH:8][C:9]([CH2:10][NH:11][C@H:12]([CH3:16])[C:13]([NH2:15])=[O:14])=[CH:17][CH:18]=1. (7) The reactants are [CH3:1][O:2][C:3]([C:5]1[CH2:6][N:7]([C:32]([O:34][C:35]([CH3:38])([CH3:37])[CH3:36])=[O:33])[CH2:8][C:9]2([C:12]=1[C:13]1[CH:18]=[CH:17][C:16]([CH2:19][CH2:20][CH2:21][O:22][C:23]3[C:28]([F:29])=[CH:27][CH:26]=[C:25]([F:30])[C:24]=3[Cl:31])=[CH:15][CH:14]=1)[CH2:11][CH2:10]2)=[O:4].COC(C1CN(C(OC(C)(C)C)=O)CC(C)(C)C=1C1C=CC(CCCO)=CC=1)=O. No catalyst specified. The product is [CH3:1][O:2][C:3]([C:5]1[CH2:6][N:7]([C:32]([O:34][C:35]([CH3:38])([CH3:37])[CH3:36])=[O:33])[CH2:8][C:9]([CH3:11])([CH3:10])[C:12]=1[C:13]1[CH:18]=[CH:17][C:16]([CH2:19][CH2:20][CH2:21][O:22][C:23]2[C:28]([F:29])=[CH:27][CH:26]=[C:25]([F:30])[C:24]=2[Cl:31])=[CH:15][CH:14]=1)=[O:4]. The yield is 0.570. (8) The reactants are [C:1]([O:5][C:6]([N:8]([CH2:10][C:11]([OH:13])=O)[CH3:9])=[O:7])([CH3:4])([CH3:3])[CH3:2].CCN(CC)CC.ClC(OCC(C)C)=O.Cl.[CH2:30]([O:32][C:33](=[O:37])[CH2:34][NH:35][CH3:36])[CH3:31]. The catalyst is C(Cl)Cl. The product is [CH2:30]([O:32][C:33](=[O:37])[CH2:34][N:35]([C:11](=[O:13])[CH2:10][N:8]([C:6]([O:5][C:1]([CH3:2])([CH3:3])[CH3:4])=[O:7])[CH3:9])[CH3:36])[CH3:31]. The yield is 0.220. (9) The reactants are C[O:2]C1C(OC)=CC2N(C)C(=O)CN=C(C3C=C(C=CC=3)C#N)C=2C=1.[CH3:26][O:27][C:28]1[C:29]([O:55][CH3:56])=[CH:30][C:31]2[N:37]([CH3:38])[C:36](=[O:39])[CH2:35][N:34]=[C:33]([C:40]3[CH:41]=[C:42]([CH:45]=[CH:46][CH:47]=3)[C:43]#[N:44])[C:32]=2[C:48]=1[C:49]1[CH:54]=[CH:53][CH:52]=[CH:51][CH:50]=1. No catalyst specified. The product is [CH3:26][O:27][C:28]1[C:29]([O:55][CH3:56])=[CH:30][C:31]2[N:37]([CH3:38])[C:36](=[O:39])[CH2:35][N:34]=[C:33]([C:40]3[CH:41]=[C:42]([CH:45]=[CH:46][CH:47]=3)[C:43]([NH2:44])=[O:2])[C:32]=2[C:48]=1[C:49]1[CH:54]=[CH:53][CH:52]=[CH:51][CH:50]=1. The yield is 0.950.